From a dataset of Peptide-MHC class II binding affinity with 134,281 pairs from IEDB. Regression. Given a peptide amino acid sequence and an MHC pseudo amino acid sequence, predict their binding affinity value. This is MHC class II binding data. (1) The peptide sequence is YLILKNLTGLVSTGS. The MHC is DRB1_1101 with pseudo-sequence DRB1_1101. The binding affinity (normalized) is 0.888. (2) The peptide sequence is RQSGATIADVLAEKE. The MHC is HLA-DPA10103-DPB10401 with pseudo-sequence HLA-DPA10103-DPB10401. The binding affinity (normalized) is 0.180. (3) The peptide sequence is MTLYQIQVMKRNQKQ. The MHC is DRB4_0101 with pseudo-sequence DRB4_0103. The binding affinity (normalized) is 0.593. (4) The peptide sequence is NDAIKASTGGAYESY. The MHC is DRB1_0802 with pseudo-sequence DRB1_0802. The binding affinity (normalized) is 0.431. (5) The peptide sequence is RMGERQLQKIERWFV. The MHC is DRB3_0202 with pseudo-sequence DRB3_0202. The binding affinity (normalized) is 0.516. (6) The peptide sequence is FAGAWCVPKVTFTVE. The MHC is DRB1_0401 with pseudo-sequence DRB1_0401. The binding affinity (normalized) is 0.0785.